This data is from Full USPTO retrosynthesis dataset with 1.9M reactions from patents (1976-2016). The task is: Predict the reactants needed to synthesize the given product. The reactants are: [Cl:1][C:2]1[CH:3]=[C:4]([NH:8][C:9]([CH:11]2[CH2:16][NH:15][CH2:14][CH2:13][N:12]2[C:17]2[C:18]3[N:26]=[C:25](Cl)[CH:24]=[CH:23][C:19]=3[N:20]=[CH:21][N:22]=2)=[O:10])[CH:5]=[CH:6][CH:7]=1.[CH3:28][O:29][C:30]1[CH:35]=[C:34](B2OC(C)(C)C(C)(C)O2)[CH:33]=[CH:32][C:31]=1[OH:45].C(=O)([O-])[O-].[K+].[K+]. Given the product [Cl:1][C:2]1[CH:3]=[C:4]([NH:8][C:9]([CH:11]2[CH2:16][NH:15][CH2:14][CH2:13][N:12]2[C:17]2[C:18]3[N:26]=[C:25]([C:34]4[CH:33]=[CH:32][C:31]([OH:45])=[C:30]([O:29][CH3:28])[CH:35]=4)[CH:24]=[CH:23][C:19]=3[N:20]=[CH:21][N:22]=2)=[O:10])[CH:5]=[CH:6][CH:7]=1, predict the reactants needed to synthesize it.